This data is from NCI-60 drug combinations with 297,098 pairs across 59 cell lines. The task is: Regression. Given two drug SMILES strings and cell line genomic features, predict the synergy score measuring deviation from expected non-interaction effect. (1) Cell line: IGROV1. Synergy scores: CSS=12.2, Synergy_ZIP=0.0822, Synergy_Bliss=0.727, Synergy_Loewe=1.54, Synergy_HSA=1.43. Drug 2: C#CCC(CC1=CN=C2C(=N1)C(=NC(=N2)N)N)C3=CC=C(C=C3)C(=O)NC(CCC(=O)O)C(=O)O. Drug 1: CC1C(C(CC(O1)OC2CC(OC(C2O)C)OC3=CC4=CC5=C(C(=O)C(C(C5)C(C(=O)C(C(C)O)O)OC)OC6CC(C(C(O6)C)O)OC7CC(C(C(O7)C)O)OC8CC(C(C(O8)C)O)(C)O)C(=C4C(=C3C)O)O)O)O. (2) Drug 1: C1CCC(C1)C(CC#N)N2C=C(C=N2)C3=C4C=CNC4=NC=N3. Drug 2: CC(C)(C#N)C1=CC(=CC(=C1)CN2C=NC=N2)C(C)(C)C#N. Cell line: HCT-15. Synergy scores: CSS=-3.57, Synergy_ZIP=0.636, Synergy_Bliss=-3.23, Synergy_Loewe=-4.28, Synergy_HSA=-5.26. (3) Drug 1: C1CN1C2=NC(=NC(=N2)N3CC3)N4CC4. Drug 2: CC(CN1CC(=O)NC(=O)C1)N2CC(=O)NC(=O)C2. Cell line: MCF7. Synergy scores: CSS=27.1, Synergy_ZIP=-2.33, Synergy_Bliss=-2.14, Synergy_Loewe=-7.44, Synergy_HSA=-0.581. (4) Drug 1: CC(CN1CC(=O)NC(=O)C1)N2CC(=O)NC(=O)C2. Drug 2: C1=NC2=C(N=C(N=C2N1C3C(C(C(O3)CO)O)F)Cl)N. Cell line: LOX IMVI. Synergy scores: CSS=46.4, Synergy_ZIP=-5.70, Synergy_Bliss=-2.36, Synergy_Loewe=-3.26, Synergy_HSA=-2.37. (5) Drug 1: COC1=C(C=C2C(=C1)N=CN=C2NC3=CC(=C(C=C3)F)Cl)OCCCN4CCOCC4. Synergy scores: CSS=27.9, Synergy_ZIP=0.762, Synergy_Bliss=0.498, Synergy_Loewe=-4.74, Synergy_HSA=0.164. Drug 2: N.N.Cl[Pt+2]Cl. Cell line: EKVX. (6) Drug 1: C1CC(=O)NC(=O)C1N2CC3=C(C2=O)C=CC=C3N. Drug 2: CC1C(C(=O)NC(C(=O)N2CCCC2C(=O)N(CC(=O)N(C(C(=O)O1)C(C)C)C)C)C(C)C)NC(=O)C3=C4C(=C(C=C3)C)OC5=C(C(=O)C(=C(C5=N4)C(=O)NC6C(OC(=O)C(N(C(=O)CN(C(=O)C7CCCN7C(=O)C(NC6=O)C(C)C)C)C)C(C)C)C)N)C. Cell line: EKVX. Synergy scores: CSS=4.68, Synergy_ZIP=-1.15, Synergy_Bliss=-0.389, Synergy_Loewe=0.156, Synergy_HSA=-0.908.